Predict which catalyst facilitates the given reaction. From a dataset of Catalyst prediction with 721,799 reactions and 888 catalyst types from USPTO. (1) Reactant: [F:1][C:2]1[CH:7]=[CH:6][C:5]([I:8])=[CH:4][C:3]=1[N:9]1[CH:14]=[C:13]([O:15][CH3:16])[C:12](=[O:17])[C:11]([C:18]([OH:20])=O)=[N:10]1.C1N=CN(C(N2C=NC=C2)=O)C=1.Cl.[CH3:34][NH:35][O:36][CH3:37].CCN(C(C)C)C(C)C. Product: [F:1][C:2]1[CH:7]=[CH:6][C:5]([I:8])=[CH:4][C:3]=1[N:9]1[CH:14]=[C:13]([O:15][CH3:16])[C:12](=[O:17])[C:11]([C:18]([N:35]([O:36][CH3:37])[CH3:34])=[O:20])=[N:10]1. The catalyst class is: 118. (2) Reactant: O[O:2][S:3]([O-:5])=O.[K+].[Cl:7][C:8]1[CH:9]=[C:10]([C:16]2([C:40]([F:43])([F:42])[F:41])[O:20][N:19]=[C:18]([C:21]3[CH:22]=[C:23]4[C:27](=[CH:28][CH:29]=3)[C:26]3([CH2:32][N:31]([C:33]([CH:35]5[CH2:38]S(=O)[CH2:36]5)=[O:34])[CH2:30]3)[O:25][CH2:24]4)[CH2:17]2)[CH:11]=[C:12]([Cl:15])[C:13]=1[F:14]. Product: [Cl:15][C:12]1[CH:11]=[C:10]([C:16]2([C:40]([F:41])([F:43])[F:42])[O:20][N:19]=[C:18]([C:21]3[CH:22]=[C:23]4[C:27](=[CH:28][CH:29]=3)[C:26]3([CH2:32][N:31]([C:33]([CH:35]5[CH2:38][S:3](=[O:5])(=[O:2])[CH2:36]5)=[O:34])[CH2:30]3)[O:25][CH2:24]4)[CH2:17]2)[CH:9]=[C:8]([Cl:7])[C:13]=1[F:14]. The catalyst class is: 72. (3) Reactant: [CH2:1]1[C:6]2([CH2:11][CH2:10][NH:9][CH2:8][CH2:7]2)[CH2:5][CH2:4][N:3]([C:12]2[CH:21]=[CH:20][C:15]([C:16]([NH:18][CH3:19])=[O:17])=[CH:14][CH:13]=2)[CH2:2]1.[C:22]1(=O)[CH2:25][CH2:24][CH2:23]1.[C:27](O[BH-](OC(=O)C)OC(=O)C)(=O)C.[Na+].C(=O)([O-])[O-].[Na+].[Na+]. Product: [CH:23]1([N:9]2[CH2:8][CH2:7][C:6]3([CH2:5][CH2:4][N:3]([C:12]4[CH:21]=[CH:20][C:15]([C:16]([NH:18][CH3:19])=[O:17])=[CH:14][CH:13]=4)[CH2:2][CH2:1]3)[CH2:11][CH2:10]2)[CH2:24][CH2:25][CH2:22][CH2:27]1. The catalyst class is: 699. (4) Reactant: [N+:1]([C:4]1[CH:5]=[C:6]([CH2:10][CH2:11][NH2:12])[CH:7]=[CH:8][CH:9]=1)([O-:3])=[O:2].[CH2:13]([O:20][C:21]1[CH:22]=[CH:23][C:24]([C@@H:32]([O:35][Si:36]([C:39]([CH3:42])([CH3:41])[CH3:40])([CH3:38])[CH3:37])[CH2:33]Br)=[C:25]2[C:30]=1[NH:29][C:28](=[O:31])[CH:27]=[CH:26]2)[C:14]1[CH:19]=[CH:18][CH:17]=[CH:16][CH:15]=1.[I-].[Na+].C(=O)([O-])O.[Na+]. Product: [CH2:13]([O:20][C:21]1[CH:22]=[CH:23][C:24]([C@@H:32]([O:35][Si:36]([C:39]([CH3:40])([CH3:42])[CH3:41])([CH3:38])[CH3:37])[CH2:33][NH:12][CH2:11][CH2:10][C:6]2[CH:7]=[CH:8][CH:9]=[C:4]([N+:1]([O-:3])=[O:2])[CH:5]=2)=[C:25]2[C:30]=1[NH:29][C:28](=[O:31])[CH:27]=[CH:26]2)[C:14]1[CH:15]=[CH:16][CH:17]=[CH:18][CH:19]=1. The catalyst class is: 264. (5) Reactant: [CH3:1][C:2]1[C:10]2[C:9](=[O:11])[NH:8][C:7]([CH2:12][CH2:13][CH3:14])=[N:6][C:5]=2[S:4][N:3]=1.C([O-])([O-])=O.[K+].[K+].[F:21][C:22]1[CH:23]=[C:24]([CH:27]=[CH:28][CH:29]=1)[CH2:25]Br. Product: [F:21][C:22]1[CH:23]=[C:24]([CH:27]=[CH:28][CH:29]=1)[CH2:25][N:8]1[C:9](=[O:11])[C:10]2[C:2]([CH3:1])=[N:3][S:4][C:5]=2[N:6]=[C:7]1[CH2:12][CH2:13][CH3:14]. The catalyst class is: 3. (6) Reactant: CC(C)([O-])C.[K+].[CH3:7][N:8]1[C:12](=[O:13])[N:11]([C:14]2[CH:19]=[CH:18][CH:17]=[CH:16][C:15]=2[CH2:20][O:21][C:22]2[CH:27]=[CH:26][C:25]([C:28](=[O:31])[CH2:29][CH3:30])=[CH:24][C:23]=2[CH3:32])[N:10]=[N:9]1.[C:33]([O:40][CH2:41][CH3:42])(=[O:39])[C:34]([O:36]CC)=O.Cl. Product: [CH2:41]([O:40][C:33](=[O:39])[C:34](=[O:36])[CH:29]([CH3:30])[C:28]([C:25]1[CH:26]=[CH:27][C:22]([O:21][CH2:20][C:15]2[CH:16]=[CH:17][CH:18]=[CH:19][C:14]=2[N:11]2[C:12](=[O:13])[N:8]([CH3:7])[N:9]=[N:10]2)=[C:23]([CH3:32])[CH:24]=1)=[O:31])[CH3:42]. The catalyst class is: 145.